From a dataset of Forward reaction prediction with 1.9M reactions from USPTO patents (1976-2016). Predict the product of the given reaction. Given the reactants [Cl:1][C:2]1[C:10]2[N:9]=[C:8]3[N:11]([C:16]4[CH:24]=[CH:23][C:19]([C:20]([OH:22])=O)=[CH:18][C:17]=4[CH3:25])[CH2:12][CH2:13][CH2:14][CH2:15][N:7]3[C:6]=2[C:5]([CH:26]([CH2:29][CH3:30])[CH2:27][CH3:28])=[CH:4][CH:3]=1.O[N:32]1[C:36]2C=CC=CC=2N=N1.Cl.C(N=C=NCCCN(C)C)C.CN, predict the reaction product. The product is: [Cl:1][C:2]1[C:10]2[N:9]=[C:8]3[N:11]([C:16]4[CH:24]=[CH:23][C:19]([C:20]([NH:32][CH3:36])=[O:22])=[CH:18][C:17]=4[CH3:25])[CH2:12][CH2:13][CH2:14][CH2:15][N:7]3[C:6]=2[C:5]([CH:26]([CH2:27][CH3:28])[CH2:29][CH3:30])=[CH:4][CH:3]=1.